Regression. Given a peptide amino acid sequence and an MHC pseudo amino acid sequence, predict their binding affinity value. This is MHC class II binding data. From a dataset of Peptide-MHC class II binding affinity with 134,281 pairs from IEDB. The peptide sequence is KEDVRVSNRQSNSEA. The MHC is DRB1_0101 with pseudo-sequence DRB1_0101. The binding affinity (normalized) is 0.224.